This data is from Catalyst prediction with 721,799 reactions and 888 catalyst types from USPTO. The task is: Predict which catalyst facilitates the given reaction. (1) Reactant: [OH:1][C:2]1[CH:3]=[C:4]2[C:8](=[CH:9][CH:10]=1)[C@H:7]([CH2:11][C:12]([O:14][CH2:15][CH3:16])=[O:13])[CH2:6][CH2:5]2.[H-].[Na+].[CH3:19][N:20]([CH3:24])[C:21](Cl)=[S:22].[NH4+].[Cl-]. Product: [CH3:19][N:20]([CH3:24])[C:21]([O:1][C:2]1[CH:3]=[C:4]2[C:8](=[CH:9][CH:10]=1)[C@H:7]([CH2:11][C:12]([O:14][CH2:15][CH3:16])=[O:13])[CH2:6][CH2:5]2)=[S:22]. The catalyst class is: 3. (2) Reactant: [ClH:1].[F:2][C:3]1[C:4]([F:28])=[CH:5][C:6]2OC[C:9]3([C:17]4[C:12](=[CH:13][CH:14]=[CH:15][CH:16]=4)[N:11]([CH2:18]C4CCNCC4)[C:10]3=O)[C:7]=2[CH:8]=1.[CH2:29]([N:31]([CH2:34]C)[CH2:32]C)[CH3:30].[CH2:36]=[O:37].C(O[BH-](O[C:48](=O)[CH3:49])OC(=O)C)(=O)C.[Na+].[O:52]1CCCC1. Product: [ClH:1].[F:2][C:3]1[C:4]([F:28])=[CH:5][C:6]2[O:37][C:36](=[O:52])[C:9]3([C:17]4[C:12](=[CH:13][CH:14]=[CH:15][CH:16]=4)[N:11]([CH2:18][CH:48]4[CH2:49][CH2:32][N:31]([CH3:34])[CH2:29][CH2:30]4)[CH2:10]3)[C:7]=2[CH:8]=1. The catalyst class is: 15. (3) Reactant: [N:1]1([CH2:7][C:8]2[S:9][C:10]([NH2:13])=[CH:11][N:12]=2)[CH2:6][CH2:5][O:4][CH2:3][CH2:2]1.CS([C:18]1[C:19]2[N:20]([C:25]([C:28]3[CH:29]=[N:30][NH:31][CH:32]=3)=[CH:26][N:27]=2)[CH:21]=[C:22]([CH3:24])[N:23]=1)(=O)=O.[H-].[Na+]. Product: [CH3:24][C:22]1[N:23]=[C:18]([NH:13][C:10]2[S:9][C:8]([CH2:7][N:1]3[CH2:6][CH2:5][O:4][CH2:3][CH2:2]3)=[N:12][CH:11]=2)[C:19]2[N:20]([C:25]([C:28]3[CH:29]=[N:30][NH:31][CH:32]=3)=[CH:26][N:27]=2)[CH:21]=1. The catalyst class is: 16.